Predict which catalyst facilitates the given reaction. From a dataset of Catalyst prediction with 721,799 reactions and 888 catalyst types from USPTO. (1) Reactant: [Cl:1][C:2]1[CH:7]=[C:6]([Cl:8])[CH:5]=[CH:4][C:3]=1[SH:9].[H-].[Na+].Br[CH:13]1[CH2:17][CH2:16][N:15]([CH:18]2[CH2:23][CH2:22][CH2:21][CH2:20][CH2:19]2)[C:14]1=[O:24]. Product: [CH:18]1([N:15]2[CH2:16][CH2:17][CH:13]([S:9][C:3]3[CH:4]=[CH:5][C:6]([Cl:8])=[CH:7][C:2]=3[Cl:1])[C:14]2=[O:24])[CH2:19][CH2:20][CH2:21][CH2:22][CH2:23]1. The catalyst class is: 7. (2) Reactant: C([Li])CCC.Br[C:7]1[CH:12]=[CH:11][N:10]=[CH:9][CH:8]=1.[O:13]1[C:17]2([CH2:22][CH2:21][C:20](=[O:23])[CH2:19][CH2:18]2)[O:16][CH2:15][CH2:14]1.O. Product: [N:10]1[CH:11]=[CH:12][C:7]([C:20]2([OH:23])[CH2:21][CH2:22][C:17]3([O:16][CH2:15][CH2:14][O:13]3)[CH2:18][CH2:19]2)=[CH:8][CH:9]=1. The catalyst class is: 7.